From a dataset of Peptide-MHC class I binding affinity with 185,985 pairs from IEDB/IMGT. Regression. Given a peptide amino acid sequence and an MHC pseudo amino acid sequence, predict their binding affinity value. This is MHC class I binding data. The peptide sequence is FLLADERVRV. The MHC is HLA-A02:01 with pseudo-sequence HLA-A02:01. The binding affinity (normalized) is 0.560.